This data is from Forward reaction prediction with 1.9M reactions from USPTO patents (1976-2016). The task is: Predict the product of the given reaction. (1) Given the reactants Cl[C:2]1[N:3]=[C:4]([N:25]2[CH2:30][CH2:29][O:28][CH2:27][CH2:26]2)[C:5]2[CH:10]=[C:9]([CH2:11][N:12]3[CH2:17][CH2:16][N:15]([C:18]([O:20][C:21]([CH3:24])([CH3:23])[CH3:22])=[O:19])[CH2:14][CH2:13]3)[S:8][C:6]=2[N:7]=1.CC1(C)C(C)(C)OB([C:39]2[CH:40]=[N:41][C:42]([NH2:45])=[N:43][CH:44]=2)O1, predict the reaction product. The product is: [NH2:45][C:42]1[N:43]=[CH:44][C:39]([C:2]2[N:3]=[C:4]([N:25]3[CH2:30][CH2:29][O:28][CH2:27][CH2:26]3)[C:5]3[CH:10]=[C:9]([CH2:11][N:12]4[CH2:17][CH2:16][N:15]([C:18]([O:20][C:21]([CH3:24])([CH3:23])[CH3:22])=[O:19])[CH2:14][CH2:13]4)[S:8][C:6]=3[N:7]=2)=[CH:40][N:41]=1. (2) Given the reactants Cl.Cl.[Cl:3][C:4]1[CH:9]=[CH:8][C:7]([N:10]2[CH2:15][CH2:14][NH:13][CH2:12][CH2:11]2)=[CH:6][CH:5]=1.[OH-].[Na+], predict the reaction product. The product is: [Cl:3][C:4]1[CH:5]=[CH:6][C:7]([N:10]2[CH2:15][CH2:14][NH:13][CH2:12][CH2:11]2)=[CH:8][CH:9]=1.